This data is from Peptide-MHC class I binding affinity with 185,985 pairs from IEDB/IMGT. The task is: Regression. Given a peptide amino acid sequence and an MHC pseudo amino acid sequence, predict their binding affinity value. This is MHC class I binding data. (1) The peptide sequence is SLIDLLHKI. The MHC is HLA-A02:01 with pseudo-sequence HLA-A02:01. The binding affinity (normalized) is 1.00. (2) The peptide sequence is LTFGWCFKL. The MHC is HLA-B57:01 with pseudo-sequence HLA-B57:01. The binding affinity (normalized) is 0.498. (3) The peptide sequence is FLIFHFFLFL. The MHC is HLA-A02:01 with pseudo-sequence HLA-A02:01. The binding affinity (normalized) is 0.530. (4) The peptide sequence is YLRQRQAAL. The MHC is HLA-B15:17 with pseudo-sequence HLA-B15:17. The binding affinity (normalized) is 0.444. (5) The peptide sequence is TPVMSRFAA. The MHC is HLA-A02:16 with pseudo-sequence HLA-A02:16. The binding affinity (normalized) is 0.0847. (6) The peptide sequence is LMSGKDVFYL. The MHC is HLA-A02:01 with pseudo-sequence HLA-A02:01. The binding affinity (normalized) is 0.856. (7) The peptide sequence is RRLAATTEK. The MHC is HLA-B27:05 with pseudo-sequence HLA-B27:05. The binding affinity (normalized) is 0.667.